Regression. Given two drug SMILES strings and cell line genomic features, predict the synergy score measuring deviation from expected non-interaction effect. From a dataset of NCI-60 drug combinations with 297,098 pairs across 59 cell lines. (1) Synergy scores: CSS=54.7, Synergy_ZIP=3.15, Synergy_Bliss=2.19, Synergy_Loewe=-51.5, Synergy_HSA=3.66. Drug 1: CCC1=CC2CC(C3=C(CN(C2)C1)C4=CC=CC=C4N3)(C5=C(C=C6C(=C5)C78CCN9C7C(C=CC9)(C(C(C8N6C)(C(=O)OC)O)OC(=O)C)CC)OC)C(=O)OC.C(C(C(=O)O)O)(C(=O)O)O. Cell line: CCRF-CEM. Drug 2: CC1=CC2C(CCC3(C2CCC3(C(=O)C)OC(=O)C)C)C4(C1=CC(=O)CC4)C. (2) Drug 1: CC1=C2C(C(=O)C3(C(CC4C(C3C(C(C2(C)C)(CC1OC(=O)C(C(C5=CC=CC=C5)NC(=O)OC(C)(C)C)O)O)OC(=O)C6=CC=CC=C6)(CO4)OC(=O)C)OC)C)OC. Drug 2: C1=NNC2=C1C(=O)NC=N2. Cell line: LOX IMVI. Synergy scores: CSS=32.1, Synergy_ZIP=-4.30, Synergy_Bliss=-3.30, Synergy_Loewe=0.346, Synergy_HSA=1.22.